From a dataset of M1 muscarinic receptor antagonist screen with 61,756 compounds. Binary Classification. Given a drug SMILES string, predict its activity (active/inactive) in a high-throughput screening assay against a specified biological target. (1) The compound is s1c(C(N(C)C)CNc2ncnc3sc(c(c23)C)C(OCC)=O)ccc1. The result is 1 (active). (2) The compound is s1c(c(c(c1NC(=O)c1nn2c(n1)nccc2)C(OC)=O)C)C(=O)N(C)C. The result is 0 (inactive). (3) The molecule is o1c2c(cc(c3nc4n(c3)cccn4)c1=O)cccc2. The result is 0 (inactive). (4) The molecule is o1c(C(=O)n2nc(nc2N)c2cccnc2)ccc1. The result is 0 (inactive). (5) The result is 0 (inactive). The drug is O(c1cc(c2n(nnc2)c2ccc(NC(=O)c3occc3)cc2)ccc1OC)C. (6) The molecule is S(=O)(=O)(Nc1c(CC)cccc1)c1c(OC)ccc(c1)C. The result is 0 (inactive). (7) The compound is s1c(C(=O)C=2C(N(CCCN(C)C)C(=O)C2O)c2oc(cc2)C)c(nc1C)C. The result is 0 (inactive). (8) The molecule is Brc1ccc(CN(c2nc(cc(n2)C)C)C#N)cc1. The result is 0 (inactive). (9) The drug is S(=O)(=O)(N(C1CCCC1)Cc1cc(OC)c(OC)cc1)c1ccc(n2nnnc2)cc1. The result is 0 (inactive).